This data is from Reaction yield outcomes from USPTO patents with 853,638 reactions. The task is: Predict the reaction yield, written as a fraction of the theoretical maximum amount of product (1.0 means a 100% yield; for example, 0.34 means a 34% yield). The reactants are [CH3:1][O:2][C:3](=[O:30])[CH:4]([N:8]([S:14][C:15]1[CH:20]=[CH:19][C:18]([O:21][CH2:22][C:23]2[CH:28]=[CH:27][CH:26]=[C:25]([Cl:29])[CH:24]=2)=[CH:17][CH:16]=1)[CH2:9][CH:10]=C(C)C)[CH:5]([OH:7])[CH3:6].I([O-])(=O)(=O)=O.[Na+].[O:37]1CCOC[CH2:38]1. The catalyst is [Os](=O)(=O)(=O)=O.O. The product is [CH3:1][O:2][C:3]([CH:4]1[CH:5]([CH3:6])[O:7][CH:10]([O:37][CH3:38])[CH2:9][N:8]1[S:14][C:15]1[CH:16]=[CH:17][C:18]([O:21][CH2:22][C:23]2[CH:28]=[CH:27][CH:26]=[C:25]([Cl:29])[CH:24]=2)=[CH:19][CH:20]=1)=[O:30]. The yield is 0.640.